Dataset: Peptide-MHC class I binding affinity with 185,985 pairs from IEDB/IMGT. Task: Regression. Given a peptide amino acid sequence and an MHC pseudo amino acid sequence, predict their binding affinity value. This is MHC class I binding data. The peptide sequence is FVLALYSPPL. The MHC is HLA-A68:02 with pseudo-sequence HLA-A68:02. The binding affinity (normalized) is 0.485.